From a dataset of Forward reaction prediction with 1.9M reactions from USPTO patents (1976-2016). Predict the product of the given reaction. (1) The product is: [C:1]1([CH:7]([N:11]2[C:16](=[S:17])[C:15]3[CH:18]=[N:19][NH:20][C:14]=3[N:13]=[CH:12]2)[C:8]([N:30]2[CH2:31][CH2:32][N:27]([C:22]3[CH:23]=[CH:24][CH:25]=[CH:26][N:21]=3)[CH2:28][CH2:29]2)=[O:10])[CH:2]=[CH:3][CH:4]=[CH:5][CH:6]=1. Given the reactants [C:1]1([CH:7]([N:11]2[C:16](=[S:17])[C:15]3[CH:18]=[N:19][NH:20][C:14]=3[N:13]=[CH:12]2)[C:8]([OH:10])=O)[CH:6]=[CH:5][CH:4]=[CH:3][CH:2]=1.[N:21]1[CH:26]=[CH:25][CH:24]=[CH:23][C:22]=1[N:27]1[CH2:32][CH2:31][NH:30][CH2:29][CH2:28]1.CN1CCOCC1.CCOC(C)=O, predict the reaction product. (2) Given the reactants [Cl:1][C:2]1[CH:3]=[C:4]([CH:41]=[CH:42][C:43]=1[Cl:44])[C:5]([NH:7][C:8]1[CH:9]=[N:10][C:11]([O:14][C:15]2[CH:20]=[CH:19][C:18]([NH:21][CH2:22][C:23](=[O:40])[N:24]3[CH2:29][CH2:28][N:27]([CH2:30][C:31]4[CH:39]=[CH:38][C:37]5[O:36][CH2:35][O:34][C:33]=5[CH:32]=4)[CH2:26][CH2:25]3)=[CH:17][CH:16]=2)=[CH:12][CH:13]=1)=[O:6].C(N(CC)CC)C.[F:52][C:53]([F:64])([F:63])[C:54](O[C:54](=[O:55])[C:53]([F:64])([F:63])[F:52])=[O:55].O, predict the reaction product. The product is: [Cl:1][C:2]1[CH:3]=[C:4]([CH:41]=[CH:42][C:43]=1[Cl:44])[C:5]([NH:7][C:8]1[CH:9]=[N:10][C:11]([O:14][C:15]2[CH:20]=[CH:19][C:18]([N:21]([CH2:22][C:23](=[O:40])[N:24]3[CH2:25][CH2:26][N:27]([CH2:30][C:31]4[CH:39]=[CH:38][C:37]5[O:36][CH2:35][O:34][C:33]=5[CH:32]=4)[CH2:28][CH2:29]3)[C:54](=[O:55])[C:53]([F:64])([F:63])[F:52])=[CH:17][CH:16]=2)=[CH:12][CH:13]=1)=[O:6].